From a dataset of Forward reaction prediction with 1.9M reactions from USPTO patents (1976-2016). Predict the product of the given reaction. (1) Given the reactants [Cl:1][C:2]1[N:7]=[C:6]([Cl:8])[C:5]([F:9])=[C:4](Cl)[N:3]=1.[CH3:11][C:12]1[NH:16][N:15]=[C:14]([NH2:17])[CH:13]=1, predict the reaction product. The product is: [Cl:1][C:2]1[N:3]=[C:4]([NH:17][C:14]2[CH:13]=[C:12]([CH3:11])[NH:16][N:15]=2)[C:5]([F:9])=[C:6]([Cl:8])[N:7]=1. (2) Given the reactants F[C:2]1[CH:7]=[CH:6][CH:5]=[C:4]([F:8])[C:3]=1[N+:9]([O-:11])=[O:10].[F:12][C:13]1[CH:14]=[C:15]([CH:17]=[CH:18][CH:19]=1)[NH2:16], predict the reaction product. The product is: [F:8][C:4]1[C:3]([N+:9]([O-:11])=[O:10])=[C:2]([CH:7]=[CH:6][CH:5]=1)[NH:16][C:15]1[CH:17]=[CH:18][CH:19]=[C:13]([F:12])[CH:14]=1. (3) Given the reactants [CH2:1]([O:8][C:9](=[O:37])[C@@H:10]1[CH2:14][CH2:13][CH2:12][N:11]1[C:15](=[O:36])[CH2:16][CH2:17][C:18](=[O:35])[C@@H:19]([NH:27][C:28]([O:30][C:31]([CH3:34])([CH3:33])[CH3:32])=[O:29])[CH2:20][C:21]1[CH:26]=[CH:25][CH:24]=[CH:23][CH:22]=1)C1C=CC=CC=1.C1(C[C@H](NC(OC(C)(C)C)=O)C(=O)CCC(O)=O)C=CC=CC=1.COC(=O)[C@H](CC1[C:75]2[C:70](=[CH:71][CH:72]=[CH:73][CH:74]=2)[NH:69]C=1)N.O.ON1C2C=CC=CC=2N=N1.CCN(C(C)C)C(C)C, predict the reaction product. The product is: [CH3:1][O:8][C:9](=[O:37])[C@H:10]([CH2:14][C:13]1[C:75]2[C:70](=[CH:71][CH:72]=[CH:73][CH:74]=2)[NH:69][CH:12]=1)[NH:11][C:15](=[O:36])[CH2:16][CH2:17][C:18](=[O:35])[C@@H:19]([NH:27][C:28]([O:30][C:31]([CH3:32])([CH3:34])[CH3:33])=[O:29])[CH2:20][C:21]1[CH:22]=[CH:23][CH:24]=[CH:25][CH:26]=1. (4) Given the reactants [F:1][C:2]1[CH:7]=[CH:6][CH:5]=[C:4]([CH2:8][S:9]([CH:12]=[CH2:13])(=[O:11])=[O:10])[CH:3]=1.[CH3:14][C@@H:15]([NH2:18])[CH2:16][CH3:17], predict the reaction product. The product is: [F:1][C:2]1[CH:3]=[C:4]([CH:5]=[CH:6][CH:7]=1)[CH2:8][S:9]([CH2:12][CH2:13][NH:18][C@@H:15]([CH2:16][CH3:17])[CH3:14])(=[O:11])=[O:10]. (5) Given the reactants [NH2:1][C:2]1[N:7]([C:8]2[CH:22]=[CH:21][C:11]([O:12][CH2:13][CH2:14][CH2:15]OS(C)(=O)=O)=[CH:10][CH:9]=2)[C:6](=[O:23])[CH:5]=[CH:4][C:3]=1[C:24](=[O:32])[C:25]1[CH:30]=[CH:29][C:28]([F:31])=[CH:27][CH:26]=1.S(C1C=CC(C)=CC=1)(O)(=O)=O.[CH:44]1([O:49][C:50](=[O:60])[C@H:51]([CH2:53][C:54]2[CH:59]=[CH:58][CH:57]=[CH:56][CH:55]=2)[NH2:52])[CH2:48][CH2:47][CH2:46][CH2:45]1, predict the reaction product. The product is: [NH2:1][C:2]1[N:7]([C:8]2[CH:9]=[CH:10][C:11]([O:12][CH2:13][CH2:14][CH2:15][NH:52][C@@H:51]([CH2:53][C:54]3[CH:55]=[CH:56][CH:57]=[CH:58][CH:59]=3)[C:50]([O:49][CH:44]3[CH2:48][CH2:47][CH2:46][CH2:45]3)=[O:60])=[CH:21][CH:22]=2)[C:6](=[O:23])[CH:5]=[CH:4][C:3]=1[C:24](=[O:32])[C:25]1[CH:26]=[CH:27][C:28]([F:31])=[CH:29][CH:30]=1. (6) The product is: [CH3:7][C@@H:8]1[NH:13][CH2:12][C@@H:11]([C:14]([O:16][CH3:17])=[O:15])[CH2:10][CH2:9]1. Given the reactants C([O-])(O)=O.[Na+].Cl.[CH3:7][C@@H:8]1[NH:13][CH2:12][C@@H:11]([C:14]([O:16][CH3:17])=[O:15])[CH2:10][CH2:9]1, predict the reaction product. (7) Given the reactants [NH2:1][C@@H:2]1[CH2:6][CH2:5][N:4]([C:7](OC(C)(C)C)=O)[CH2:3]1.C([N:16](CC)CC)C.[Cl:21][C:22]1[CH:23]=[C:24]([S:29](Cl)(=[O:31])=[O:30])[CH:25]=[C:26]([Cl:28])[CH:27]=1.CCN(C(C)C)C(C)C.BrC#N, predict the reaction product. The product is: [Cl:21][C:22]1[CH:23]=[C:24]([S:29]([NH:1][C@@H:2]2[CH2:6][CH2:5][N:4]([C:7]#[N:16])[CH2:3]2)(=[O:31])=[O:30])[CH:25]=[C:26]([Cl:28])[CH:27]=1.